This data is from Forward reaction prediction with 1.9M reactions from USPTO patents (1976-2016). The task is: Predict the product of the given reaction. (1) The product is: [F:28][C:29]1[CH:30]=[C:31]([NH:32][C:2]2[N:7]=[C:6]3[N:8]([CH:11]4[CH2:16][CH2:15][CH2:14][CH2:13][O:12]4)[N:9]=[CH:10][C:5]3=[C:4]([C:17]3[CH:18]=[C:19]([NH:23][C:24](=[O:27])[CH:25]=[CH2:26])[CH:20]=[CH:21][CH:22]=3)[N:3]=2)[CH:33]=[CH:34][C:35]=1[N:36]1[CH2:37][CH2:38][O:39][CH2:40][CH2:41]1. Given the reactants Cl[C:2]1[N:7]=[C:6]2[N:8]([CH:11]3[CH2:16][CH2:15][CH2:14][CH2:13][O:12]3)[N:9]=[CH:10][C:5]2=[C:4]([C:17]2[CH:18]=[C:19]([NH:23][C:24](=[O:27])[CH:25]=[CH2:26])[CH:20]=[CH:21][CH:22]=2)[N:3]=1.[F:28][C:29]1[CH:30]=[C:31]([CH:33]=[CH:34][C:35]=1[N:36]1[CH2:41][CH2:40][O:39][CH2:38][CH2:37]1)[NH2:32].C([O-])([O-])=O.[Cs+].[Cs+].CC1(C)C2C(=C(P(C3C=CC=CC=3)C3C=CC=CC=3)C=CC=2)OC2C(P(C3C=CC=CC=3)C3C=CC=CC=3)=CC=CC1=2, predict the reaction product. (2) The product is: [N:22]([CH:6]1[CH2:9][C:8]2([CH2:14][CH2:13][N:12]([C:15]([O:17][C:18]([CH3:21])([CH3:20])[CH3:19])=[O:16])[CH2:11][CH2:10]2)[CH2:7]1)=[N+:23]=[N-:24]. Given the reactants CS(O[CH:6]1[CH2:9][C:8]2([CH2:14][CH2:13][N:12]([C:15]([O:17][C:18]([CH3:21])([CH3:20])[CH3:19])=[O:16])[CH2:11][CH2:10]2)[CH2:7]1)(=O)=O.[N-:22]=[N+:23]=[N-:24].[Na+], predict the reaction product.